The task is: Predict the reactants needed to synthesize the given product.. This data is from Full USPTO retrosynthesis dataset with 1.9M reactions from patents (1976-2016). (1) Given the product [C:1]1([C:7]2[N:8]=[C:9]([C:12]3[C:16]([C:17]([NH:34][CH:31]4[CH2:32][CH2:33][O:28][CH2:29][CH2:30]4)=[O:18])=[CH:15][N:14]([CH2:20][O:21][CH2:22][CH2:23][Si:24]([CH3:25])([CH3:27])[CH3:26])[N:13]=3)[S:10][CH:11]=2)[CH:2]=[CH:3][CH:4]=[CH:5][CH:6]=1, predict the reactants needed to synthesize it. The reactants are: [C:1]1([C:7]2[N:8]=[C:9]([C:12]3[C:16]([C:17](O)=[O:18])=[CH:15][N:14]([CH2:20][O:21][CH2:22][CH2:23][Si:24]([CH3:27])([CH3:26])[CH3:25])[N:13]=3)[S:10][CH:11]=2)[CH:6]=[CH:5][CH:4]=[CH:3][CH:2]=1.[O:28]1[CH2:33][CH2:32][CH:31]([NH2:34])[CH2:30][CH2:29]1.CN(C(ON1N=NC2C=CC=NC1=2)=[N+](C)C)C.F[P-](F)(F)(F)(F)F.CCN(C(C)C)C(C)C. (2) Given the product [CH2:2]([O:9][C:10]1[CH:19]=[C:18]2[C:13]([C:14]([NH:28][C:27]3[CH:29]=[C:30]([OH:31])[C:24]([Cl:23])=[CH:25][C:26]=3[F:32])=[CH:15][N:16]=[N:17]2)=[CH:12][C:11]=1[O:21][CH3:22])[C:3]1[CH:8]=[CH:7][CH:6]=[CH:5][CH:4]=1, predict the reactants needed to synthesize it. The reactants are: Cl.[CH2:2]([O:9][C:10]1[CH:19]=[C:18]2[C:13]([C:14](Cl)=[CH:15][N:16]=[N:17]2)=[CH:12][C:11]=1[O:21][CH3:22])[C:3]1[CH:8]=[CH:7][CH:6]=[CH:5][CH:4]=1.[Cl:23][C:24]1[C:30]([OH:31])=[CH:29][C:27]([NH2:28])=[C:26]([F:32])[CH:25]=1. (3) Given the product [N+:1]([C:4]1[CH:5]=[CH:6][C:7]([CH2:8][O:9][C:10]2[CH:11]=[C:12]([CH:16]=[CH:17][CH:18]=2)[C:13]([NH:25][C:26]2[CH:31]=[CH:30][CH:29]=[CH:28][C:27]=2[S:32](=[O:34])(=[O:33])[NH2:35])=[O:15])=[CH:19][CH:20]=1)([O-:3])=[O:2], predict the reactants needed to synthesize it. The reactants are: [N+:1]([C:4]1[CH:20]=[CH:19][C:7]([CH2:8][O:9][C:10]2[CH:11]=[C:12]([CH:16]=[CH:17][CH:18]=2)[C:13]([OH:15])=O)=[CH:6][CH:5]=1)([O-:3])=[O:2].S(Cl)(Cl)=O.[NH2:25][C:26]1[CH:31]=[CH:30][CH:29]=[CH:28][C:27]=1[S:32]([NH2:35])(=[O:34])=[O:33].